From a dataset of Retrosynthesis with 50K atom-mapped reactions and 10 reaction types from USPTO. Predict the reactants needed to synthesize the given product. (1) Given the product CC(C)(C)OC(=O)c1nc(N2CCc3cccc(C(=O)Nc4nc5ccccc5s4)c3C2)ccc1CCCOc1ccnc(Cl)c1, predict the reactants needed to synthesize it. The reactants are: CC(C)(C)OC(=O)c1nc(N2CCc3cccc(C(=O)Nc4nc5ccccc5s4)c3C2)ccc1CCCI.Oc1ccnc(Cl)c1. (2) The reactants are: CCCC1CC(=O)C2=C(C1)NC(C)=C(C#N)C2c1cc(Br)c(O)c([N+](=O)[O-])c1. Given the product CCCC1CC(=O)C2=C(C1)NC(C)=C(C#N)C2c1cc(N)c(O)c(Br)c1, predict the reactants needed to synthesize it. (3) Given the product O=C(Nc1ccn(CC(=O)N2CCN(S(=O)(=O)c3nc4cc(Cl)ccc4s3)C(=O)C2)c(=O)n1)OC(c1ccccc1)c1ccccc1, predict the reactants needed to synthesize it. The reactants are: O=C(O)Cn1ccc(NC(=O)OC(c2ccccc2)c2ccccc2)nc1=O.O=C1CNCCN1S(=O)(=O)c1nc2cc(Cl)ccc2s1. (4) The reactants are: CCCNC.CCOC(=O)c1cc(CO)cc(C(=O)O)c1. Given the product CCCN(C)C(=O)c1cc(CO)cc(C(=O)OCC)c1, predict the reactants needed to synthesize it. (5) Given the product CC(=O)Nc1cc(Cl)ccc1C, predict the reactants needed to synthesize it. The reactants are: CCOC(C)=O.Cc1ccc(Cl)cc1N. (6) Given the product CCOC(=O)/C(=N\OC1CCCCCCC1)c1csc(N)n1, predict the reactants needed to synthesize it. The reactants are: CCOC(=O)/C(=N\OC1CCCCCCC1)C(=O)CBr.NC(N)=S. (7) Given the product O=C(N[C@H]1CC[C@@H](n2c(=O)c3cc(F)cnc3n(-c3cccc(-c4ccc(O)cc4CN4CCOCC4)c3)c2=O)CC1)c1cn2cc(F)ccc2n1, predict the reactants needed to synthesize it. The reactants are: O=C(N[C@H]1CC[C@@H](n2c(=O)c3cc(F)cnc3n(-c3cccc(I)c3)c2=O)CC1)c1cn2cc(F)ccc2n1.OB(O)c1ccc(O)cc1CN1CCOCC1. (8) Given the product Cn1nc(C2CCN(C(=O)OC(C)(C)C)CC2)ccc1=O, predict the reactants needed to synthesize it. The reactants are: Cn1nc(C2=CCN(C(=O)OC(C)(C)C)CC2)ccc1=O.